This data is from Retrosynthesis with 50K atom-mapped reactions and 10 reaction types from USPTO. The task is: Predict the reactants needed to synthesize the given product. (1) Given the product COC(=O)c1ccc(OCCF)cc1, predict the reactants needed to synthesize it. The reactants are: COC(=O)c1ccc(O)cc1.FCCBr. (2) The reactants are: COc1cc2c(c3c1OC(C)(C)C3)C(c1cccc(NC(=O)C3CCN(C(=O)OC(C)(C)C)CC3)c1)=NC(C)(C)C2. Given the product COc1cc2c(c3c1OC(C)(C)C3)C(c1cccc(NC(=O)C3CCNCC3)c1)=NC(C)(C)C2, predict the reactants needed to synthesize it.